From a dataset of Full USPTO retrosynthesis dataset with 1.9M reactions from patents (1976-2016). Predict the reactants needed to synthesize the given product. (1) Given the product [CH2:12]([O:14][C:15]1[CH:35]=[CH:34][C:18]([O:19][CH2:20][CH:21]2[CH2:26][CH2:25][CH:24]([CH:27]3[CH2:32][O:31][C:30]([C:6]#[C:5][Si:2]([CH3:4])([CH3:3])[CH3:1])([OH:33])[CH2:29][CH2:28]3)[CH2:23][CH2:22]2)=[C:17]([F:36])[C:16]=1[F:37])[CH3:13], predict the reactants needed to synthesize it. The reactants are: [CH3:1][Si:2]([C:5]#[CH:6])([CH3:4])[CH3:3].C([Li])CCC.[CH2:12]([O:14][C:15]1[CH:35]=[CH:34][C:18]([O:19][CH2:20][CH:21]2[CH2:26][CH2:25][CH:24]([CH:27]3[CH2:32][O:31][C:30](=[O:33])[CH2:29][CH2:28]3)[CH2:23][CH2:22]2)=[C:17]([F:36])[C:16]=1[F:37])[CH3:13].[Cl-].[NH4+]. (2) Given the product [Cl:3][CH2:24][CH2:23][N:22]([CH2:26][CH2:43][Cl:44])[CH2:21][C:20]1[CH:29]=[CH:30][C:17]([C:14]2[N:13]=[C:12]([C:10]3[CH:9]=[CH:8][C:7]([C:31]4[CH:36]=[CH:35][CH:34]=[CH:33][CH:32]=4)=[C:6]([F:5])[CH:11]=3)[O:16][N:15]=2)=[CH:18][CH:19]=1, predict the reactants needed to synthesize it. The reactants are: S(Cl)([Cl:3])=O.[F:5][C:6]1[CH:11]=[C:10]([C:12]2[O:16][N:15]=[C:14]([C:17]3[CH:30]=[CH:29][C:20]([CH2:21][N:22]([CH2:26]CO)[CH2:23][CH2:24]O)=[CH:19][CH:18]=3)[N:13]=2)[CH:9]=[CH:8][C:7]=1[C:31]1[CH:36]=[CH:35][CH:34]=[CH:33][CH:32]=1.CN(C)C=O.Cl[CH2:43][Cl:44]. (3) Given the product [I:2][C:18]1[N:19]=[N:20][N:21]([CH2:23][CH2:24][NH:25][C:26]([NH2:28])=[NH:27])[CH:22]=1, predict the reactants needed to synthesize it. The reactants are: [Na].[I-:2].C([O-])(=O)C.[NH4+].C(OO)(=O)C.C([Sn](CCCC)(CCCC)[C:18]1[N:19]=[N:20][N:21]([CH2:23][CH2:24][NH:25][C:26]([NH2:28])=[NH:27])[CH:22]=1)CCC.C(#N)C. (4) Given the product [Cl:8][C:7]1[C:2]([N:24]([CH2:23][C:19]2[CH:18]=[C:17]3[C:22](=[CH:21][CH:20]=2)[N:14]([CH3:13])[N:15]=[CH:16]3)[S:25]([C:28]2[CH:29]=[CH:30][C:31]([C:32]([O:34][CH3:35])=[O:33])=[CH:36][CH:37]=2)(=[O:27])=[O:26])=[N:3][CH:4]=[C:5]([C:9]([F:12])([F:11])[F:10])[CH:6]=1, predict the reactants needed to synthesize it. The reactants are: Cl[C:2]1[C:7]([Cl:8])=[CH:6][C:5]([C:9]([F:12])([F:11])[F:10])=[CH:4][N:3]=1.[CH3:13][N:14]1[C:22]2[C:17](=[CH:18][C:19]([CH2:23][NH:24][S:25]([C:28]3[CH:37]=[CH:36][C:31]([C:32]([O:34][CH3:35])=[O:33])=[CH:30][CH:29]=3)(=[O:27])=[O:26])=[CH:20][CH:21]=2)[CH:16]=[N:15]1.